This data is from Catalyst prediction with 721,799 reactions and 888 catalyst types from USPTO. The task is: Predict which catalyst facilitates the given reaction. (1) Reactant: [CH3:1][N:2]1[CH:6]=[C:5]([C:7]#[C:8][C:9]#[C:10][C:11]2[CH:20]=[CH:19][C:14]([C:15]([O:17]C)=[O:16])=[CH:13][CH:12]=2)[CH:4]=[N:3]1.CO.Cl.C([O-])(O)=O.[Na+]. Product: [CH3:1][N:2]1[CH:6]=[C:5]([C:7]#[C:8][C:9]#[C:10][C:11]2[CH:12]=[CH:13][C:14]([C:15]([OH:17])=[O:16])=[CH:19][CH:20]=2)[CH:4]=[N:3]1. The catalyst class is: 20. (2) Reactant: [OH:1][C:2]1[CH:11]=[C:10]2[C:5]([C:6]([O:12][C:13]3[C:14]([CH3:23])=[N:15][C:16]4[C:21]([CH:22]=3)=[CH:20][CH:19]=[CH:18][N:17]=4)=[CH:7][CH:8]=[N:9]2)=[CH:4][C:3]=1[O:24][CH3:25].C(=O)([O-])[O-].[K+].[K+].[CH2:32]([CH:34]1[O:36][CH2:35]1)Br.O. Product: [CH3:25][O:24][C:3]1[CH:4]=[C:5]2[C:10](=[CH:11][C:2]=1[O:1][CH2:32][CH:34]1[CH2:35][O:36]1)[N:9]=[CH:8][CH:7]=[C:6]2[O:12][C:13]1[C:14]([CH3:23])=[N:15][C:16]2[C:21]([CH:22]=1)=[CH:20][CH:19]=[CH:18][N:17]=2. The catalyst class is: 9. (3) Reactant: [C:1]([N:8]1[CH2:12][CH2:11][C@@H:10]([CH2:13][OH:14])[CH2:9]1)([O:3][C:4]([CH3:7])([CH3:6])[CH3:5])=[O:2].CC1(C)N([O])C(C)(C)CCC1.[Br-].[K+].[O-]Cl.[Na+].C([O-])(O)=O.[Na+]. Product: [C:4]([O:3][C:1]([N:8]1[CH2:12][CH2:11][C@@H:10]([CH:13]=[O:14])[CH2:9]1)=[O:2])([CH3:7])([CH3:6])[CH3:5]. The catalyst class is: 34.